Dataset: Reaction yield outcomes from USPTO patents with 853,638 reactions. Task: Predict the reaction yield, written as a fraction of the theoretical maximum amount of product (1.0 means a 100% yield; for example, 0.34 means a 34% yield). (1) The reactants are [Cl:1][C:2]1[CH:3]=[C:4]([OH:8])[CH:5]=[N:6][CH:7]=1.[H-].[Na+].[Cl:11][CH2:12][CH2:13][CH2:14]I.[Na+].[Cl-]. The catalyst is CN(C)C=O.O. The product is [Cl:1][C:2]1[CH:7]=[N:6][CH:5]=[C:4]([O:8][CH2:14][CH2:13][CH2:12][Cl:11])[CH:3]=1. The yield is 0.730. (2) No catalyst specified. The yield is 0.570. The reactants are FC(F)(F)C1C=C(NC(=O)NC2C=CC(C3SC(CCC(OC)=O)=NC=3)=CC=2)C=CC=1.[NH2:32][C:33]1[CH:38]=[CH:37][C:36]([C:39]2[S:43][C:42]([CH:44]3[CH2:49][CH2:48][CH:47]([C:50]([O:52][CH3:53])=[O:51])[CH2:46][CH2:45]3)=[N:41][CH:40]=2)=[CH:35][CH:34]=1.[Cl:54][C:55]1[CH:60]=[CH:59][C:58]([N:61]=[C:62]=[S:63])=[CH:57][CH:56]=1. The product is [Cl:54][C:55]1[CH:60]=[CH:59][C:58]([NH:61][C:62](=[S:63])[NH:32][C:33]2[CH:34]=[CH:35][C:36]([C:39]3[S:43][C:42]([CH:44]4[CH2:45][CH2:46][CH:47]([C:50]([O:52][CH3:53])=[O:51])[CH2:48][CH2:49]4)=[N:41][CH:40]=3)=[CH:37][CH:38]=2)=[CH:57][CH:56]=1. (3) The product is [CH3:1][C:2]1[CH2:7][CH2:6][CH2:5][C:4]([CH3:8])([CH3:9])[C:3]=1[CH2:10][CH2:11][CH2:12][CH2:13][CH2:14][CH2:15][CH2:16][CH2:17][C:18]([OH:20])=[O:19]. The catalyst is C(O)C. The reactants are [CH3:1][C:2]1[CH2:7][CH2:6][CH2:5][C:4]([CH3:9])([CH3:8])[C:3]=1[CH2:10][CH2:11][CH2:12][CH2:13][CH2:14][CH2:15][CH2:16][CH2:17][C:18]([O:20]CC)=[O:19].[OH-].[K+].O. The yield is 0.920. (4) The reactants are [NH2:1][C@@H:2]([CH3:21])[CH2:3][O:4][C:5]1[CH:20]=[CH:19][C:8]([C:9]([O:11][CH2:12][C:13]2[CH:18]=[CH:17][CH:16]=[CH:15][CH:14]=2)=[O:10])=[CH:7][CH:6]=1.[N+:22]([C:25]1[CH:32]=[CH:31][CH:30]=[CH:29][C:26]=1[CH:27]=O)([O-:24])=[O:23].[BH3-]C#N.[Na+]. The catalyst is CO.CC(O)=O. The product is [N+:22]([C:25]1[CH:32]=[CH:31][CH:30]=[CH:29][C:26]=1[CH2:27][NH:1][C@@H:2]([CH3:21])[CH2:3][O:4][C:5]1[CH:20]=[CH:19][C:8]([C:9]([O:11][CH2:12][C:13]2[CH:14]=[CH:15][CH:16]=[CH:17][CH:18]=2)=[O:10])=[CH:7][CH:6]=1)([O-:24])=[O:23]. The yield is 0.420. (5) The catalyst is O1CCOCC1.O.C1C=CC([P]([Pd]([P](C2C=CC=CC=2)(C2C=CC=CC=2)C2C=CC=CC=2)([P](C2C=CC=CC=2)(C2C=CC=CC=2)C2C=CC=CC=2)[P](C2C=CC=CC=2)(C2C=CC=CC=2)C2C=CC=CC=2)(C2C=CC=CC=2)C2C=CC=CC=2)=CC=1. The product is [CH2:23]([S:20]([N:17]1[CH2:18][CH2:19][CH:14]([C:5]2[C:4]3[C:8](=[C:9]([C:11]([NH2:13])=[O:12])[CH:10]=[C:2]([C:39]4[CH:47]=[C:46]([CH:48]=[O:49])[C:42]5[CH2:43][CH2:44][O:45][C:41]=5[CH:40]=4)[CH:3]=3)[NH:7][CH:6]=2)[CH2:15][CH2:16]1)(=[O:22])=[O:21])[CH3:24]. The yield is 0.910. The reactants are Br[C:2]1[CH:3]=[C:4]2[C:8](=[C:9]([C:11]([NH2:13])=[O:12])[CH:10]=1)[NH:7][CH:6]=[C:5]2[CH:14]1[CH2:19][CH2:18][N:17]([S:20]([CH2:23][CH3:24])(=[O:22])=[O:21])[CH2:16][CH2:15]1.C(=O)([O-])[O-].[Na+].[Na+].CC1(C)C(C)(C)OB([C:39]2[CH:40]=[C:41]3[O:45][CH2:44][CH2:43][C:42]3=[C:46]([CH:48]=[O:49])[CH:47]=2)O1.